Dataset: Peptide-MHC class I binding affinity with 185,985 pairs from IEDB/IMGT. Task: Regression. Given a peptide amino acid sequence and an MHC pseudo amino acid sequence, predict their binding affinity value. This is MHC class I binding data. (1) The peptide sequence is WLRAKRKPAM. The MHC is HLA-A02:02 with pseudo-sequence HLA-A02:02. The binding affinity (normalized) is 0.219. (2) The peptide sequence is IIRVTSELL. The MHC is HLA-B46:01 with pseudo-sequence HLA-B46:01. The binding affinity (normalized) is 0.0847. (3) The peptide sequence is YNFSLSAAV. The MHC is HLA-A68:02 with pseudo-sequence HLA-A68:02. The binding affinity (normalized) is 0.0482. (4) The peptide sequence is IGESSSNPTI. The MHC is HLA-A30:01 with pseudo-sequence HLA-A30:01. The binding affinity (normalized) is 0.177. (5) The peptide sequence is MSPSYVKYRY. The MHC is Mamu-A02 with pseudo-sequence Mamu-A02. The binding affinity (normalized) is 0.401. (6) The peptide sequence is WPNASLTPD. The MHC is Mamu-A2201 with pseudo-sequence Mamu-A2201. The binding affinity (normalized) is 0.385. (7) The binding affinity (normalized) is 0.0847. The peptide sequence is ADLRFASEF. The MHC is HLA-B44:02 with pseudo-sequence HLA-B44:02. (8) The peptide sequence is MSLSEQLRK. The MHC is HLA-A33:01 with pseudo-sequence HLA-A33:01. The binding affinity (normalized) is 0.218. (9) The peptide sequence is NHINDELSL. The MHC is HLA-B38:01 with pseudo-sequence HLA-B38:01. The binding affinity (normalized) is 0.796. (10) The peptide sequence is SSLVKNVNK. The MHC is HLA-A31:01 with pseudo-sequence HLA-A31:01. The binding affinity (normalized) is 0.341.